Dataset: Full USPTO retrosynthesis dataset with 1.9M reactions from patents (1976-2016). Task: Predict the reactants needed to synthesize the given product. Given the product [Br:1][C:2]1[CH:3]=[CH:4][C:5]([O:9][CH3:10])=[C:6]([NH:7][S:18]([CH3:17])(=[O:20])=[O:19])[CH:8]=1, predict the reactants needed to synthesize it. The reactants are: [Br:1][C:2]1[CH:3]=[CH:4][C:5]([O:9][CH3:10])=[C:6]([CH:8]=1)[NH2:7].N1C=CC=CC=1.[CH3:17][S:18](Cl)(=[O:20])=[O:19].